From a dataset of Reaction yield outcomes from USPTO patents with 853,638 reactions. Predict the reaction yield, written as a fraction of the theoretical maximum amount of product (1.0 means a 100% yield; for example, 0.34 means a 34% yield). (1) The reactants are [CH3:1]N(C)C=O.[Br:6][C:7]1[CH:12]=[CH:11][C:10]([OH:13])=[C:9]([O:14][CH:15]2[CH2:18][CH2:17][CH2:16]2)[CH:8]=1.C(=O)([O-])[O-].[K+].[K+].CI. The product is [Br:6][C:7]1[CH:12]=[CH:11][C:10]([O:13][CH3:1])=[C:9]([O:14][CH:15]2[CH2:18][CH2:17][CH2:16]2)[CH:8]=1. The yield is 0.590. The catalyst is O. (2) The reactants are [CH:1]([OH:4])([CH3:3])[CH3:2].[CH:5]1C=C[CH:8]=[CH:7][CH:6]=1.[OH:11]S(O)(=O)=O.O. The catalyst is C1(C)C=CC(S(O)(=O)=O)=CC=1.CCOCC. The product is [CH:1]([O:4][C:5](=[O:11])/[CH:6]=[CH:7]/[CH3:8])([CH3:3])[CH3:2]. The yield is 0.570. (3) The reactants are O.[OH-].[Li+].[CH3:4][O:5][CH2:6][C:7]1[CH:12]=[C:11]([C:13]([O:15]C)=[O:14])[CH:10]=[CH:9][C:8]=1[C:17]1[CH:22]=[CH:21][CH:20]=[CH:19][C:18]=1[C:23]([F:26])([F:25])[F:24]. The catalyst is C1COCC1.CO.O. The product is [CH3:4][O:5][CH2:6][C:7]1[CH:12]=[C:11]([C:13]([OH:15])=[O:14])[CH:10]=[CH:9][C:8]=1[C:17]1[CH:22]=[CH:21][CH:20]=[CH:19][C:18]=1[C:23]([F:24])([F:25])[F:26]. The yield is 0.740. (4) The reactants are [NH2:1][C:2]1[CH:15]=[CH:14][CH:13]=[CH:12][C:3]=1[C:4]([C:6]1[CH:11]=[CH:10][CH:9]=[CH:8][CH:7]=1)=O.[C:16]([C:19]1[CH:24]=[C:23]([C:25](=O)[CH3:26])[CH:22]=[C:21]([C:28](=O)[CH3:29])[CH:20]=1)(=O)[CH3:17].P([O-])(O[C:41]1[CH:46]=[CH:45][CH:44]=[CH:43][CH:42]=1)(O[C:41]1[CH:46]=[CH:45][CH:44]=[CH:43][CH:42]=1)=O. The catalyst is C1(C)C=CC=CC=1. The product is [C:6]1([C:4]2[C:3]3[C:2](=[CH:15][CH:14]=[CH:13][CH:12]=3)[N:1]=[C:16]([C:19]3[CH:24]=[C:23]([C:25]4[CH:26]=[C:4]([C:6]5[CH:11]=[CH:10][CH:9]=[CH:8][CH:7]=5)[C:3]5[C:2](=[CH:15][CH:14]=[CH:13][CH:12]=5)[N:1]=4)[CH:22]=[C:21]([C:28]4[CH:29]=[C:4]([C:41]5[CH:42]=[CH:43][CH:44]=[CH:45][CH:46]=5)[C:3]5[C:2](=[CH:15][CH:14]=[CH:13][CH:12]=5)[N:1]=4)[CH:20]=3)[CH:17]=2)[CH:11]=[CH:10][CH:9]=[CH:8][CH:7]=1. The yield is 0.740. (5) The reactants are [F:1][C:2]1[C:3]([NH:9][CH2:10][C:11]2[CH:16]=[CH:15][CH:14]=[C:13]([F:17])[CH:12]=2)=[N:4][C:5](F)=[CH:6][CH:7]=1.[CH3:18][O-:19].[Na+]. The catalyst is CO.[Cl-].[Na+].O. The product is [F:1][C:2]1[C:3]([NH:9][CH2:10][C:11]2[CH:16]=[CH:15][CH:14]=[C:13]([F:17])[CH:12]=2)=[N:4][C:5]([O:19][CH3:18])=[CH:6][CH:7]=1. The yield is 0.620. (6) The reactants are [Cl-].O[NH3+:3].[C:4](=[O:7])([O-])[OH:5].[Na+].CS(C)=O.[CH2:13]([C:15]1[N:16]=[C:17]([CH2:42][CH2:43][CH3:44])[N:18]([CH2:27][C:28]2[CH:33]=[CH:32][C:31]([C:34]3[C:35]([C:40]#[N:41])=[CH:36][CH:37]=[CH:38][CH:39]=3)=[CH:30][CH:29]=2)[C:19](=[O:26])[C:20]=1[CH:21]([OH:25])[CH:22]([CH3:24])[CH3:23])[CH3:14]. The catalyst is C(OCC)(=O)C. The product is [CH2:13]([C:15]1[N:16]=[C:17]([CH2:42][CH2:43][CH3:44])[N:18]([CH2:27][C:28]2[CH:29]=[CH:30][C:31]([C:34]3[CH:39]=[CH:38][CH:37]=[CH:36][C:35]=3[C:40]3[NH:3][C:4](=[O:7])[O:5][N:41]=3)=[CH:32][CH:33]=2)[C:19](=[O:26])[C:20]=1[CH:21]([OH:25])[CH:22]([CH3:23])[CH3:24])[CH3:14]. The yield is 0.290. (7) The reactants are [F:1][C:2]1[CH:38]=[CH:37][C:5]([CH2:6][N:7]2[C:16](=[O:17])[C:15]([C:18]3[NH:23][C:22]4[CH:24]=[CH:25][C:26]([NH:28][S:29]([CH3:32])(=[O:31])=[O:30])=[CH:27][C:21]=4[S:20](=[O:34])(=[O:33])[N:19]=3)=[C:14]([OH:35])[C@H:13]3[C@@H:8]2[C@H:9]2[CH2:36][C@@H:12]3[CH2:11][CH2:10]2)=[CH:4][CH:3]=1.[O:39]=C[C@@H]([C@H]([C@@H]([C@@H](CO)O)O)O)O.C1C=[N+]([C@@H]2O[C@H](COP(OP(OC[C@H]3O[C@@H](N4C5N=CN=C(N)C=5N=C4)[C@H](OP(O)(O)=O)[C@@H]3O)(O)=O)(O)=O)[C@@H](O)[C@H]2O)C=C(C(N)=O)C=1.CO. The catalyst is CS(C)=O.P([O-])([O-])([O-])=O.[K+].[K+].[K+]. The product is [F:1][C:2]1[CH:38]=[CH:37][C:5]([CH2:6][N:7]2[C:16](=[O:17])[C:15]([C:18]3[NH:23][C:22]4[CH:24]=[CH:25][C:26]([NH:28][S:29]([CH3:32])(=[O:31])=[O:30])=[CH:27][C:21]=4[S:20](=[O:33])(=[O:34])[N:19]=3)=[C:14]([OH:35])[C@H:13]3[C@@H:8]2[C@@H:9]2[CH2:36][C@@H:12]3[CH:11]([OH:39])[CH2:10]2)=[CH:4][CH:3]=1. The yield is 0.290. (8) The reactants are [CH3:1][O:2][C:3]1[CH:8]=[CH:7][C:6]([NH2:9])=[C:5]([N+:10]([O-])=O)[CH:4]=1. The catalyst is [Pd].CO. The product is [CH3:1][O:2][C:3]1[CH:4]=[C:5]([NH2:10])[C:6]([NH2:9])=[CH:7][CH:8]=1. The yield is 0.970.